This data is from Reaction yield outcomes from USPTO patents with 853,638 reactions. The task is: Predict the reaction yield, written as a fraction of the theoretical maximum amount of product (1.0 means a 100% yield; for example, 0.34 means a 34% yield). (1) The reactants are [F:1][C:2]([F:31])([F:30])[C:3]1[C:11]([C:12]#[N:13])=[CH:10][CH:9]=[C:8]2[C:4]=1[CH:5]=[CH:6][N:7]2[CH2:14][C:15]1[N:19]=[C:18]([C:20]2[CH:25]=[CH:24][CH:23]=[C:22]([C:26]([F:29])([F:28])[F:27])[CH:21]=2)[O:17][N:16]=1.[BH3-]C#N.[Na+]. The catalyst is C(O)(C(F)(F)F)=O. The product is [F:31][C:2]([F:1])([F:30])[C:3]1[C:11]([C:12]#[N:13])=[CH:10][CH:9]=[C:8]2[C:4]=1[CH2:5][CH2:6][N:7]2[CH2:14][C:15]1[N:19]=[C:18]([C:20]2[CH:25]=[CH:24][CH:23]=[C:22]([C:26]([F:28])([F:29])[F:27])[CH:21]=2)[O:17][N:16]=1. The yield is 0.520. (2) The reactants are [NH2:1][C:2]1[CH:7]=[CH:6][C:5]([N+:8]([O-:10])=[O:9])=[CH:4][N:3]=1.C[Si]([N-][Si](C)(C)C)(C)C.[Na+].[CH3:21][C:22]([O:25][C:26](O[C:26]([O:25][C:22]([CH3:24])([CH3:23])[CH3:21])=[O:27])=[O:27])([CH3:24])[CH3:23]. The catalyst is C1COCC1.CCOC(C)=O. The product is [C:22]([O:25][C:26]([NH:1][C:2]1[CH:7]=[CH:6][C:5]([N+:8]([O-:10])=[O:9])=[CH:4][N:3]=1)=[O:27])([CH3:24])([CH3:23])[CH3:21]. The yield is 0.700.